This data is from Catalyst prediction with 721,799 reactions and 888 catalyst types from USPTO. The task is: Predict which catalyst facilitates the given reaction. Reactant: [Br:1][C:2]1[C:11]2[C:6](=[CH:7][C:8]([C:12]3[O:13][C:14]4[CH:26]=[CH:25][C:24]([Cl:27])=[CH:23][C:15]=4[C:16]=3[C:17](=[O:22])[CH2:18][CH2:19][CH2:20][CH3:21])=[CH:9][CH:10]=2)[CH:5]=[CH:4][C:3]=1[O:28][CH2:29][C:30]#[N:31].[N-:32]=[N+:33]=[N-:34].[Na+].[Cl-].[NH4+]. The catalyst class is: 3. Product: [Br:1][C:2]1[C:3]([O:28][CH2:29][C:30]2[NH:34][N:33]=[N:32][N:31]=2)=[CH:4][CH:5]=[C:6]2[C:11]=1[CH:10]=[CH:9][C:8]([C:12]1[O:13][C:14]3[CH:26]=[CH:25][C:24]([Cl:27])=[CH:23][C:15]=3[C:16]=1[C:17](=[O:22])[CH2:18][CH2:19][CH2:20][CH3:21])=[CH:7]2.